This data is from Forward reaction prediction with 1.9M reactions from USPTO patents (1976-2016). The task is: Predict the product of the given reaction. (1) Given the reactants [Cl:1][C:2]1[CH:7]=[C:6]([OH:8])[CH:5]=[CH:4][C:3]=1[C:9]1[CH:14]=[CH:13][CH:12]=[CH:11][C:10]=1[F:15].C(O)(=O)C.[I:20]N1C(=O)CCC1=O.S(=O)(=O)(O)O, predict the reaction product. The product is: [Cl:1][C:2]1[CH:7]=[C:6]([OH:8])[C:5]([I:20])=[CH:4][C:3]=1[C:9]1[CH:14]=[CH:13][CH:12]=[CH:11][C:10]=1[F:15]. (2) The product is: [C:17]([C:16]1[CH:19]=[C:12]([C:11]2[O:10][N:9]=[C:8]3[C:24]4[C:4]([CH2:5][CH2:6][C:7]=23)=[CH:3][C:2]([CH2:33][CH2:32][C:31]([O:30][CH2:28][CH3:29])=[O:35])=[CH:26][CH:25]=4)[CH:13]=[CH:14][C:15]=1[O:20][CH:21]([CH3:23])[CH3:22])#[N:18]. Given the reactants Br[C:2]1[CH:3]=[C:4]2[C:24](=[CH:25][CH:26]=1)[C:8]1=[N:9][O:10][C:11]([C:12]3[CH:13]=[CH:14][C:15]([O:20][CH:21]([CH3:23])[CH3:22])=[C:16]([CH:19]=3)[C:17]#[N:18])=[C:7]1[CH2:6][CH2:5]2.[Br-].[CH2:28]([O:30][C:31](=[O:35])[CH2:32][CH2:33][Zn+])[CH3:29], predict the reaction product. (3) Given the reactants [F:1][C:2]1[CH:10]=[CH:9][C:5]([CH2:6][NH:7][CH3:8])=[CH:4][CH:3]=1.[O-]S(C(F)(F)F)(=O)=O.[N:19]1([S:24](N2C=C[N+](C)=C2)(=[O:26])=[O:25])[CH:23]=[CH:22][N:21]=[CH:20]1, predict the reaction product. The product is: [F:1][C:2]1[CH:10]=[CH:9][C:5]([CH2:6][N:7]([CH3:8])[S:24]([N:19]2[CH:23]=[CH:22][N:21]=[CH:20]2)(=[O:26])=[O:25])=[CH:4][CH:3]=1.